Dataset: Catalyst prediction with 721,799 reactions and 888 catalyst types from USPTO. Task: Predict which catalyst facilitates the given reaction. Reactant: C(Cl)(=O)C(Cl)=O.[CH3:7][C:8]1[CH:9]=[C:10]([NH:14][C:15]2[S:16][C:17]([C:26]([OH:28])=O)=[C:18]([C:20]3[CH:25]=[CH:24][N:23]=[CH:22][CH:21]=3)[N:19]=2)[CH:11]=[CH:12][CH:13]=1.[N:29]1([CH2:35][CH2:36][CH2:37][NH2:38])[CH2:34][CH2:33][O:32][CH2:31][CH2:30]1. Product: [CH3:7][C:8]1[CH:9]=[C:10]([NH:14][C:15]2[S:16][C:17]([C:26]([NH:38][CH2:37][CH2:36][CH2:35][N:29]3[CH2:34][CH2:33][O:32][CH2:31][CH2:30]3)=[O:28])=[C:18]([C:20]3[CH:21]=[CH:22][N:23]=[CH:24][CH:25]=3)[N:19]=2)[CH:11]=[CH:12][CH:13]=1. The catalyst class is: 85.